From a dataset of Forward reaction prediction with 1.9M reactions from USPTO patents (1976-2016). Predict the product of the given reaction. Given the reactants C([N:4](C(C)C)CC)(C)C.C(O)(=[O:12])C.C(O)(=O)C.[NH2:18][CH2:19][CH2:20][CH2:21][CH2:22][C:23]1[CH:28]=[CH:27][C:26]([CH2:29][CH2:30][CH2:31][CH2:32][NH:33][CH2:34][C@@H:35]([C:37]2[CH:38]=[CH:39][C:40]([OH:46])=[C:41]([NH:43][CH:44]=[O:45])[CH:42]=2)[OH:36])=[CH:25][CH:24]=1.I.[NH2:48][C:49]1[C:50]([C:57]([NH:59][C:60](=[NH:63])SC)=[O:58])=[N:51][C:52]([Cl:56])=[C:53]([NH2:55])[N:54]=1, predict the reaction product. The product is: [OH-:12].[NH4+:4].[NH2:48][C:49]1[C:50]([C:57]([N:59]=[C:60]([NH2:63])[NH:18][CH2:19][CH2:20][CH2:21][CH2:22][C:23]2[CH:24]=[CH:25][C:26]([CH2:29][CH2:30][CH2:31][CH2:32][NH:33][CH2:34][C@@H:35]([C:37]3[CH:38]=[CH:39][C:40]([OH:46])=[C:41]([NH:43][CH:44]=[O:45])[CH:42]=3)[OH:36])=[CH:27][CH:28]=2)=[O:58])=[N:51][C:52]([Cl:56])=[C:53]([NH2:55])[N:54]=1.